This data is from Reaction yield outcomes from USPTO patents with 853,638 reactions. The task is: Predict the reaction yield, written as a fraction of the theoretical maximum amount of product (1.0 means a 100% yield; for example, 0.34 means a 34% yield). (1) The catalyst is C(O)(=O)C.O.CC(OC)(C)C. The yield is 0.460. The reactants are [CH3:1][O:2][C:3]1[CH:4]=[C:5]2[C:10](=[CH:11][CH:12]=1)[C:9]([CH3:14])([CH3:13])[C:8](=O)[CH2:7][CH2:6]2.Cl.[Br:17][C:18]1[CH:19]=[C:20]([NH:24]N)[CH:21]=[CH:22][CH:23]=1.C(OCC)(=[O:28])C.C(C1C(=O)C(Cl)=C(Cl)C(=O)C=1C#N)#N. The product is [Br:17][C:18]1[CH:19]=[C:20]2[C:21]([C:7]3[C:6](=[O:28])[C:5]4[CH:4]=[C:3]([O:2][CH3:1])[CH:12]=[CH:11][C:10]=4[C:9]([CH3:14])([CH3:13])[C:8]=3[NH:24]2)=[CH:22][CH:23]=1. (2) The reactants are [Cl:1][C:2]1[CH:7]=[CH:6][C:5]([C:8]2[S:9][CH:10]=[C:11]([C:13]3([CH2:20][NH2:21])[CH2:18][CH2:17][N:16]([CH3:19])[CH2:15][CH2:14]3)[N:12]=2)=[CH:4][CH:3]=1.[F:22][C:23]([F:39])([F:38])[C:24]1[O:28][N:27]=[C:26]([C:29]2[CH:30]=[C:31]([CH:35]=[CH:36][CH:37]=2)[C:32](O)=[O:33])[N:25]=1. No catalyst specified. The product is [Cl:1][C:2]1[CH:7]=[CH:6][C:5]([C:8]2[S:9][CH:10]=[C:11]([C:13]3([CH2:20][NH:21][C:32](=[O:33])[C:31]4[CH:35]=[CH:36][CH:37]=[C:29]([C:26]5[N:25]=[C:24]([C:23]([F:39])([F:38])[F:22])[O:28][N:27]=5)[CH:30]=4)[CH2:14][CH2:15][N:16]([CH3:19])[CH2:17][CH2:18]3)[N:12]=2)=[CH:4][CH:3]=1. The yield is 0.230. (3) The product is [CH:1]1([N:7]([CH:18]2[CH2:23][CH2:22][CH2:21][CH2:20][CH2:19]2)[C:8]([NH:10][C:11]2[S:12][C:13]([CH2:16][NH:29][CH:24]3[CH2:28][CH2:27][CH2:26][CH2:25]3)=[CH:14][N:15]=2)=[O:9])[CH2:6][CH2:5][CH2:4][CH2:3][CH2:2]1. No catalyst specified. The yield is 0.370. The reactants are [CH:1]1([N:7]([CH:18]2[CH2:23][CH2:22][CH2:21][CH2:20][CH2:19]2)[C:8]([NH:10][C:11]2[S:12][C:13]([CH:16]=O)=[CH:14][N:15]=2)=[O:9])[CH2:6][CH2:5][CH2:4][CH2:3][CH2:2]1.[CH:24]1([NH2:29])[CH2:28][CH2:27][CH2:26][CH2:25]1.C(O[BH-](OC(=O)C)OC(=O)C)(=O)C.[Na+].